This data is from Forward reaction prediction with 1.9M reactions from USPTO patents (1976-2016). The task is: Predict the product of the given reaction. (1) Given the reactants Cl[C:2]1[N:11]=[C:10]([NH:12][C:13]2[NH:14][N:15]=[C:16]([CH3:18])[CH:17]=2)[C:9]2[C:4](=[CH:5][CH:6]=[CH:7][CH:8]=2)[N:3]=1.[C:19]([NH:22][C:23]1[CH:28]=[CH:27][C:26]([SH:29])=[CH:25][CH:24]=1)(=[O:21])[CH3:20].C(OCC)C.C([O-])([O-])=O.[K+].[K+], predict the reaction product. The product is: [C:19]([NH:22][C:23]1[CH:28]=[CH:27][C:26]([S:29][C:2]2[N:11]=[C:10]([NH:12][C:13]3[NH:14][N:15]=[C:16]([CH3:18])[CH:17]=3)[C:9]3[C:4](=[CH:5][CH:6]=[CH:7][CH:8]=3)[N:3]=2)=[CH:25][CH:24]=1)(=[O:21])[CH3:20]. (2) Given the reactants C[O:2][C:3]1[CH:20]=[CH:19][CH:18]=[CH:17][C:4]=1[CH2:5][C:6]1[C:7]([NH2:16])=[N:8][C:9]2[C:14]([CH:15]=1)=[CH:13][CH:12]=[CH:11][CH:10]=2.B(Br)(Br)Br.O, predict the reaction product. The product is: [NH2:16][C:7]1[C:6]([CH2:5][C:4]2[CH:17]=[CH:18][CH:19]=[CH:20][C:3]=2[OH:2])=[CH:15][C:14]2[C:9](=[CH:10][CH:11]=[CH:12][CH:13]=2)[N:8]=1. (3) Given the reactants CS(C)=O.C(Cl)(=O)C(Cl)=O.[C:11]([Si:15]([CH3:27])([CH3:26])[O:16][C@@H:17]1[CH2:24][CH2:23][CH2:22][C@H:21]([OH:25])[CH2:20][CH2:19][CH2:18]1)([CH3:14])([CH3:13])[CH3:12].C(N(CC)CC)C.[Cl-].[NH4+], predict the reaction product. The product is: [C:11]([Si:15]([CH3:27])([CH3:26])[O:16][CH:17]1[CH2:24][CH2:23][CH2:22][C:21](=[O:25])[CH2:20][CH2:19][CH2:18]1)([CH3:14])([CH3:13])[CH3:12]. (4) Given the reactants Cl[C:2]1[N:7]=[C:6]([N:8]2[CH2:13][CH2:12][O:11][CH2:10][C@@H:9]2[CH3:14])[CH:5]=[C:4]([CH2:15][S:16]([CH:19]([CH3:21])[CH3:20])(=[O:18])=[O:17])[N:3]=1.O.[C:23]([O:27][C:28]([NH:30][C:31]1[CH:36]=[CH:35][C:34](B(O)O)=[CH:33][CH:32]=1)=[O:29])([CH3:26])([CH3:25])[CH3:24].C(=O)([O-])[O-].[Na+].[Na+], predict the reaction product. The product is: [CH:19]([S:16]([CH2:15][C:4]1[CH:5]=[C:6]([N:8]2[CH2:13][CH2:12][O:11][CH2:10][C@@H:9]2[CH3:14])[N:7]=[C:2]([C:34]2[CH:33]=[CH:32][C:31]([NH:30][C:28](=[O:29])[O:27][C:23]([CH3:25])([CH3:24])[CH3:26])=[CH:36][CH:35]=2)[N:3]=1)(=[O:18])=[O:17])([CH3:21])[CH3:20]. (5) Given the reactants [Br:1][C:2]1[C:3]([F:10])=[CH:4][C:5]([F:9])=[C:6]([CH:8]=1)[NH2:7].C(N(CC)CC)C.[C:18](Cl)(=[O:22])[CH:19]([CH3:21])[CH3:20], predict the reaction product. The product is: [Br:1][C:2]1[C:3]([F:10])=[CH:4][C:5]([F:9])=[C:6]([NH:7][C:18](=[O:22])[CH:19]([CH3:21])[CH3:20])[CH:8]=1. (6) Given the reactants [CH3:1][O:2][C:3]1[CH:4]=[C:5]([CH2:9][CH2:10][NH:11][C:12]2[N:17]=[C:16]([C:18]3[CH:27]=[C:26]([N:28]4[CH2:33][CH2:32][NH:31][CH2:30][CH2:29]4)[C:25]4[C:20](=[CH:21][CH:22]=[C:23]([O:34][CH3:35])[CH:24]=4)[CH:19]=3)[CH:15]=[CH:14][N:13]=2)[CH:6]=[CH:7][CH:8]=1.[Br:36][C:37]1[C:45]2[C:40](=[N:41][CH:42]=[N:43][C:44]=2Cl)[NH:39][N:38]=1, predict the reaction product. The product is: [Br:36][C:37]1[C:45]2[C:40](=[N:41][CH:42]=[N:43][C:44]=2[N:31]2[CH2:30][CH2:29][N:28]([C:26]3[C:25]4[C:20](=[CH:21][CH:22]=[C:23]([O:34][CH3:35])[CH:24]=4)[CH:19]=[C:18]([C:16]4[CH:15]=[CH:14][N:13]=[C:12]([NH:11][CH2:10][CH2:9][C:5]5[CH:6]=[CH:7][CH:8]=[C:3]([O:2][CH3:1])[CH:4]=5)[N:17]=4)[CH:27]=3)[CH2:33][CH2:32]2)[NH:39][N:38]=1. (7) The product is: [C:19]([N:16]1[CH2:17][CH2:18][CH:13]([CH:12]=[O:11])[CH2:14][CH2:15]1)(=[O:26])[C:20]1[CH:21]=[CH:22][CH:23]=[CH:24][CH:25]=1. Given the reactants CS(C)=O.C(Cl)(=O)C(Cl)=O.[OH:11][CH2:12][CH:13]1[CH2:18][CH2:17][N:16]([C:19](=[O:26])[C:20]2[CH:25]=[CH:24][CH:23]=[CH:22][CH:21]=2)[CH2:15][CH2:14]1.CCN(C(C)C)C(C)C, predict the reaction product. (8) Given the reactants [CH3:1][C:2]1[N:7]=[C:6]([C:8]([N:10]2[C@H:16]([CH2:17][NH:18][C:19]3[N:24]=[CH:23][C:22]([C:25]([F:28])([F:27])[F:26])=[CH:21][N:20]=3)[CH2:15][C@@H:14]3[C@@H:12]([CH2:13]3)[CH2:11]2)=[O:9])[C:5]([C:29]2[O:30][C:31]([CH3:34])=[CH:32][N:33]=2)=[CH:4][CH:3]=1.[ClH:35], predict the reaction product. The product is: [ClH:35].[CH3:1][C:2]1[N:7]=[C:6]([C:8]([N:10]2[C@H:16]([CH2:17][NH:18][C:19]3[N:24]=[CH:23][C:22]([C:25]([F:26])([F:28])[F:27])=[CH:21][N:20]=3)[CH2:15][C@@H:14]3[C@@H:12]([CH2:13]3)[CH2:11]2)=[O:9])[C:5]([C:29]2[O:30][C:31]([CH3:34])=[CH:32][N:33]=2)=[CH:4][CH:3]=1. (9) The product is: [CH3:1][O:2][C:3](=[O:19])[C@@:4]([CH3:18])([N:13]1[CH:17]=[CH:16][CH:15]=[CH:14]1)[CH2:5][C:6]1[CH:11]=[CH:10][C:9]([O:12][CH2:77][CH2:76][C:66]2[N:67]=[C:68]([C:70]3[CH:75]=[CH:74][CH:73]=[CH:72][CH:71]=3)[O:69][C:65]=2[CH3:64])=[CH:8][CH:7]=1. Given the reactants [CH3:1][O:2][C:3](=[O:19])[C@@:4]([CH3:18])([N:13]1[CH:17]=[CH:16][CH:15]=[CH:14]1)[CH2:5][C:6]1[CH:11]=[CH:10][C:9]([OH:12])=[CH:8][CH:7]=1.COC(=O)C(N1C(C2C=CC=CC=2)=CC=C1C)CC1C=CC(O)=CC=1.C1(P(C2C=CC=CC=2)C2C=CC=CC=2)C=CC=CC=1.[CH3:64][C:65]1[O:69][C:68]([C:70]2[CH:75]=[CH:74][CH:73]=[CH:72][CH:71]=2)=[N:67][C:66]=1[CH2:76][CH2:77]O.CC(OC(/N=N/C(OC(C)C)=O)=O)C, predict the reaction product.